From a dataset of Reaction yield outcomes from USPTO patents with 853,638 reactions. Predict the reaction yield, written as a fraction of the theoretical maximum amount of product (1.0 means a 100% yield; for example, 0.34 means a 34% yield). (1) The yield is 0.930. The reactants are C([O:4][CH:5]1[C:6]([O:54][CH:55]([O:57][CH2:58][CH3:59])[CH3:56])([CH3:53])[CH2:7][CH2:8][CH:9]([O:47][CH:48]([O:50][CH2:51][CH3:52])[CH3:49])[CH2:10][C:11]([O:13][CH:14](/[C:19](/[CH3:46])=[CH:20]/[CH:21]=[CH:22]/[C:23]([O:40][CH:41]([O:43][CH2:44][CH3:45])[CH3:42])([CH3:39])[CH2:24][CH:25]2[O:38][CH:26]2[CH:27]([CH3:37])[CH:28]([O:31][CH:32]([O:34][CH2:35][CH3:36])[CH3:33])[CH2:29][CH3:30])[CH:15]([CH3:18])[CH:16]=[CH:17]1)=[O:12])(=O)C.C(=O)([O-])[O-].[K+].[K+]. The catalyst is CO.C(OCC)(=O)C. The product is [CH2:51]([O:50][CH:48]([O:47][CH:9]1[CH2:8][CH2:7][C:6]([O:54][CH:55]([O:57][CH2:58][CH3:59])[CH3:56])([CH3:53])[CH:5]([OH:4])[CH:17]=[CH:16][CH:15]([CH3:18])[CH:14](/[C:19](/[CH3:46])=[CH:20]/[CH:21]=[CH:22]/[C:23]([O:40][CH:41]([O:43][CH2:44][CH3:45])[CH3:42])([CH3:39])[CH2:24][CH:25]2[O:38][CH:26]2[CH:27]([CH3:37])[CH:28]([O:31][CH:32]([O:34][CH2:35][CH3:36])[CH3:33])[CH2:29][CH3:30])[O:13][C:11](=[O:12])[CH2:10]1)[CH3:49])[CH3:52]. (2) The reactants are [Cl:1][C:2]1[CH:3]=[CH:4][C:5]([CH3:15])=[C:6]([N:8]2[C:12]([NH2:13])=[CH:11][C:10]([CH3:14])=[N:9]2)[CH:7]=1.[N:16]1[N:20]2[CH:21]=[CH:22][CH:23]=[N:24][C:19]2=[C:18]([C:25](O)=[O:26])[CH:17]=1.F[P-](F)(F)(F)(F)F.N1(O[P+](N2CCCC2)(N2CCCC2)N2CCCC2)C2N=CC=CC=2N=N1.C(N(CC)C(C)C)(C)C. The catalyst is CN(C)C1C=CN=CC=1.CN(C)C=O. The product is [Cl:1][C:2]1[CH:3]=[CH:4][C:5]([CH3:15])=[C:6]([N:8]2[C:12]([NH:13][C:25]([C:18]3[CH:17]=[N:16][N:20]4[CH:21]=[CH:22][CH:23]=[N:24][C:19]=34)=[O:26])=[CH:11][C:10]([CH3:14])=[N:9]2)[CH:7]=1. The yield is 0.300. (3) The reactants are [F:1][C:2]([F:13])([F:12])[C:3]1[CH:11]=[CH:10][C:6]([C:7](Cl)=[O:8])=[CH:5][CH:4]=1.[NH2:14][C:15]1[CH:16]=[CH:17][C:18]([CH3:34])=[C:19]([NH:21][C:22]([C:24]2[CH:25]=[C:26]3[C:31](=[CH:32][CH:33]=2)[N:30]=[CH:29][CH:28]=[CH:27]3)=[O:23])[CH:20]=1. The catalyst is C(N(CC)CC)C. The product is [F:1][C:2]([F:13])([F:12])[C:3]1[CH:11]=[CH:10][C:6]([C:7]([NH:14][C:15]2[CH:16]=[CH:17][C:18]([CH3:34])=[C:19]([NH:21][C:22]([C:24]3[CH:25]=[C:26]4[C:31](=[CH:32][CH:33]=3)[N:30]=[CH:29][CH:28]=[CH:27]4)=[O:23])[CH:20]=2)=[O:8])=[CH:5][CH:4]=1. The yield is 0.520. (4) The reactants are [Br:1][C:2]1[CH:3]=[C:4]2[C:8](=[CH:9][CH:10]=1)[CH2:7][CH:6]([NH2:11])[CH2:5]2.[C:12](O[C:12]([O:14][C:15]([CH3:18])([CH3:17])[CH3:16])=[O:13])([O:14][C:15]([CH3:18])([CH3:17])[CH3:16])=[O:13]. No catalyst specified. The product is [Br:1][C:2]1[CH:3]=[C:4]2[C:8](=[CH:9][CH:10]=1)[CH2:7][CH:6]([NH:11][C:12](=[O:13])[O:14][C:15]([CH3:18])([CH3:17])[CH3:16])[CH2:5]2. The yield is 0.960. (5) The reactants are [F:1][C:2]1[CH:11]=[CH:10][CH:9]=[C:8]2[C:3]=1[CH:4]=[CH:5][CH:6]=[C:7]2[NH:12]C(=O)C.[N+:16]([O-])([OH:18])=[O:17]. The catalyst is CC(O)=O. The product is [NH2:12][C:7]1[C:8]2[C:3](=[C:2]([F:1])[CH:11]=[CH:10][CH:9]=2)[C:4]([N+:16]([O-:18])=[O:17])=[CH:5][CH:6]=1. The yield is 0.270.